From a dataset of Peptide-MHC class I binding affinity with 185,985 pairs from IEDB/IMGT. Regression. Given a peptide amino acid sequence and an MHC pseudo amino acid sequence, predict their binding affinity value. This is MHC class I binding data. The peptide sequence is YLSPFKLTY. The MHC is HLA-A01:01 with pseudo-sequence HLA-A01:01. The binding affinity (normalized) is 0.421.